Dataset: B-cell epitopes from IEDB database with 3,159 antigens for binding position prediction. Task: Token-level Classification. Given an antigen amino acid sequence, predict which amino acid positions are active epitope sites capable of antibody binding. Output is a list of indices for active positions. (1) Given the antigen sequence: MLIGLSAALKLSTFQGKIMMTVNATDIADVIAIPTPKGPNQCWIRAIDIGFMCDDTITYECPKLESGNDPEDIDCWCDKQAVYVNYGRCTRARHSKRSRRSITVQTHGESTLVNKKDAWLDSTKATRYLTKTENWIIRNPGYALVAVVLGWMLGSNTGQKVIFTVLLLLVAPAYSFNCLGMSSRDFIEGASGATWVDLVLEGDSCITIMAADKPTLDIRMMNIEATNLALVRNYCYAAIVSDVSTVSNCPTTGESHNTKRADHNYLCKRGVTDRGWGNGCGLFGKGSIDTCAKFTCSSSAAGRLILPENIKYEVGIFVHGSTDSTSHGNYSTQIGANQAARFTISPNAPAITAKMGDYGEVTVECEPRSGLNTEAYYVMTIGTKHFLVHREWFNDLLLPWTSPSSTEWRNREILMEFEEPHATKQSVVALGSQEGALHQALAGAIPVEFASSTLKLTSGHLKCRVKMEKLKLKGTTYGMCTEKFTFSKNPADTGHGTVVL..., which amino acid positions are active epitope sites? The epitope positions are: [353, 354, 355, 356, 357, 358, 359, 360, 361, 362, 363, 364, 365, 366, 367, 368, 369, 370, 371]. The amino acids at these positions are: KMGDYGEVTVECEPRSGLN. (2) Given the antigen sequence: MHTSTSSSVTKSYISSQTNDTHKRDTYAATPRAHEVSEISVRTVYPPEEETGERVQLAHHFSEPEITLIIFGVMAGVIGTILLISYGIRRLIKKSPSDVKPLPSPDTDVPLSSVEIENPETSDQ, which amino acid positions are active epitope sites? The epitope positions are: [13, 14, 15, 16, 17, 18, 19, 20, 21, 22, 23, 24, 25, 26, 27, 28, 29, 30, 31, 32]. The amino acids at these positions are: ISSQTNDTHKRDTYAATPRA. (3) Given the antigen sequence: MDPSGVKVLETAEDIQERRQQVLDRYHRFKELSTLRRQKLEDSYRFQFFQRDAEELEKWIQEKLQIASDENYKDPTNLQGKLQKHQAFEAEVQANSGAIVKLDETGNLMISEGHFASETIRTRLMELHRQWELLLEKMREKGIKLLQAQKLVQYLRECEDVMDWINDKEAIVTSEELGQDLEHVEVLQKKFEEFQTDMAAHEERVNEVNQFAAKLIQEQHPEEELIKTKQDEVNAAWQRLKGLALQRQGKLFGAAEVQRFNRDVDETISWIKEKEQLMASDDFGRDLASVQALLRKHEGLERDLAALEDKVKALCAEADRLQQSHPLSATQIQVKREELITNWEQIRTLAAERHARLNDSYRLQRFLADFRDLTSWVTEMKALINADELASDVAGAEALLDRHQEHKGEIDAHEDSFKSADESGQALLAAGHYASDEVREKLTVLSEERAALLELWELRRQQYEQCMDLQLFYRDTEQVDNWMSKQEAFLLNEDLGDSLD..., which amino acid positions are active epitope sites? The epitope positions are: [1554, 1555, 1556, 1557, 1558, 1559, 1560, 1561, 1562, 1563, 1564, 1565, 1566, 1567, 1568]. The amino acids at these positions are: QFSRDVDEIEAWISE. (4) Given the antigen sequence: AETTCVQGWVCVYQITHGKAEPTRSSSRIXAGKDFELRLPVDARQQTTTTGESADPVTTTVENYGGETQVQRRHHTDVAFVLDRFVKVTVSDNQHTLDVMQAHKDNIVGALSRHTYYFSDLEIAVTHTGKLTWVPNGAPVSALNNTTNPTAYHKGPVTRLALPYTAPHRVLATAYTGTTTYTASARGDLAHLTTTHARHLPTSFNFGAVKAETITELLVRMKRAELYCPRPILPIQPTGDRHKQPLVAPAKQLLNFDLLKLAGDVESNLGPFFFSDVRSNFSKLVETINQMQEDMSTKHEPDFNRLVSAFEELASGVKAIRTGLDEAKPYKLKAATKVGYCGGAVLAKDGADTFIVGTHSAGGNGVGYCSCVSRSMLLKMKAHIDPEPHHEGLIVDTRDVEERVHVMRKTKLAPTVAHGVFNPEFGPAALSNKDPRLNEGVVLDEVIFSRHKGDTKMSAEDKALFRRCAADYASRLHSVLGTANAPLSIYEVIKGVDGLD..., which amino acid positions are active epitope sites? The epitope positions are: [180, 181, 182, 183, 184, 185, 186, 187, 188, 189, 190, 191, 192, 193, 194, 195, 196, 197, 198, 199... (24 total positions)]. The amino acids at these positions are: YTASARGDLAHLTTTHARHLPTSF. (5) The epitope positions are: [427, 428, 429, 430, 431, 432, 433, 434, 435, 436, 437, 438]. The amino acids at these positions are: HQESTRGRSRGR. Given the antigen sequence: GHSADSSRQSGTRHTESSSRGQAASSHEQARSSAGERHGSHHQQSADSSRHAGIGHGQASSAVRDSGHRGYRGSQATDSEGHSEDSDTQSVSAQGQAGPHQQSHQESARGQSGESSGRSGSFLYQVSTHEQSESTHGQSVPSTGGRQGSHHDQAQDSSRHSASQEGQDTIRGHPGPSRGGRQGSHHEQSVDRSGHSGSHHSHTTSQGRSDASRGQSGSRSASRQTHDQEQSGDGSRHSGSRHQEASSWADSSRHSQAVQGQSEGSRTSRRQGSSVSQDSDSQGHSEDSERRSGSASRNHRGSAQEQSRDGSRHPRSHHEDRAGHGDSAESSRQSGTHHAENSSGGQAASSHEQARSSAGERHGSHYQQSADSSRHSGIGHGQASSAVRDSGHRGSSGSQASDNEGHSEDSDTQSVSAHRQAGRHHESHQESTRGRSRGRSGRSGSFLYQVSTHEQSESAHGRAGPSTGGRQGSRHEQARDSSRHSASQEGQDTIRGHPGS..., which amino acid positions are active epitope sites?